Dataset: Forward reaction prediction with 1.9M reactions from USPTO patents (1976-2016). Task: Predict the product of the given reaction. (1) Given the reactants [CH3:1][N:2]([CH3:30])[C:3]1[CH:8]=[CH:7][C:6]([C:9]2[NH:14][C:13](=[O:15])[C:12]([C:16]([O:18][CH2:19][C:20]3[CH:25]=[CH:24][CH:23]=[CH:22][CH:21]=3)=[O:17])=[C:11]([OH:26])[C:10]=2[CH2:27][CH:28]=[O:29])=[CH:5][CH:4]=1.[BH4-].[Na+], predict the reaction product. The product is: [CH3:30][N:2]([CH3:1])[C:3]1[CH:4]=[CH:5][C:6]([C:9]2[NH:14][C:13](=[O:15])[C:12]([C:16]([O:18][CH2:19][C:20]3[CH:21]=[CH:22][CH:23]=[CH:24][CH:25]=3)=[O:17])=[C:11]([OH:26])[C:10]=2[CH2:27][CH2:28][OH:29])=[CH:7][CH:8]=1. (2) Given the reactants [NH:1]1[CH2:6][CH2:5][CH2:4][CH2:3][CH2:2]1.[NH2:7][C:8]1[S:9][C:10](Cl)=[N:11][N:12]=1, predict the reaction product. The product is: [NH2:7][C:8]1[S:9][C:10]([N:1]2[CH2:6][CH2:5][CH2:4][CH2:3][CH2:2]2)=[N:11][N:12]=1. (3) Given the reactants Cl[C:2]1[N:7]=[C:6]2[N:8]([CH2:11][C:12]3[CH:17]=[CH:16][CH:15]=[C:14]([N+:18]([O-:20])=[O:19])[CH:13]=3)[N:9]=[CH:10][C:5]2=[CH:4][N:3]=1.[CH3:21][N:22]1[CH:26]=[C:25]([NH2:27])[CH:24]=[N:23]1.Cl, predict the reaction product. The product is: [CH3:21][N:22]1[CH:26]=[C:25]([NH:27][C:2]2[N:7]=[C:6]3[N:8]([CH2:11][C:12]4[CH:17]=[CH:16][CH:15]=[C:14]([N+:18]([O-:20])=[O:19])[CH:13]=4)[N:9]=[CH:10][C:5]3=[CH:4][N:3]=2)[CH:24]=[N:23]1. (4) Given the reactants [OH:1][C@H:2]([CH2:15][N:16]1[CH2:21][CH2:20][N:19]([CH3:22])[CH2:18][CH2:17]1)[CH2:3][NH:4]C(=O)OCC1C=CC=CC=1, predict the reaction product. The product is: [NH2:4][CH2:3][C@H:2]([OH:1])[CH2:15][N:16]1[CH2:17][CH2:18][N:19]([CH3:22])[CH2:20][CH2:21]1.